From a dataset of Catalyst prediction with 721,799 reactions and 888 catalyst types from USPTO. Predict which catalyst facilitates the given reaction. (1) The catalyst class is: 8. Product: [C:34]([OH:41])(=[O:40])/[CH:35]=[CH:36]/[C:37]([OH:39])=[O:38].[F:33][C:2]([F:1])([F:32])[C:3]1[CH:27]=[C:26]([C:28]([F:30])([F:31])[F:29])[CH:25]=[CH:24][C:4]=1[CH2:5][N:6]1[CH2:11][CH2:10][CH:9](/[CH:12]=[C:13]2/[C:14]([NH:19][CH2:20][CH:21]3[CH2:22][CH2:23]3)=[N:15][C:16](=[O:18])[S:17]/2)[CH2:8][CH2:7]1. Reactant: [F:1][C:2]([F:33])([F:32])[C:3]1[CH:27]=[C:26]([C:28]([F:31])([F:30])[F:29])[CH:25]=[CH:24][C:4]=1[CH2:5][N:6]1[CH2:11][CH2:10][CH:9](/[CH:12]=[C:13]2/[C:14]([NH:19][CH2:20][CH:21]3[CH2:23][CH2:22]3)=[N:15][C:16](=[O:18])[S:17]/2)[CH2:8][CH2:7]1.[C:34]([OH:41])(=[O:40])/[CH:35]=[CH:36]/[C:37]([OH:39])=[O:38]. (2) Reactant: [N+:1]([C:4]1[CH:5]=[C:6]([OH:13])[CH:7]=[CH:8][C:9]=1[N+:10]([O-:12])=[O:11])([O-:3])=[O:2].Cl.Cl[CH2:16][CH2:17][CH2:18][N:19]1[CH2:24][CH2:23][CH2:22][CH2:21][CH2:20]1.C(=O)([O-])[O-].[K+].[K+]. Product: [N+:1]([C:4]1[CH:5]=[C:6]([CH:7]=[CH:8][C:9]=1[N+:10]([O-:12])=[O:11])[O:13][CH2:16][CH2:17][CH2:18][N:19]1[CH2:24][CH2:23][CH2:22][CH2:21][CH2:20]1)([O-:3])=[O:2]. The catalyst class is: 9.